Dataset: Reaction yield outcomes from USPTO patents with 853,638 reactions. Task: Predict the reaction yield, written as a fraction of the theoretical maximum amount of product (1.0 means a 100% yield; for example, 0.34 means a 34% yield). The product is [N+:1]([C:4]1[N:8]=[CH:7][N:6]([C:9]([C:10]2[CH:15]=[CH:14][CH:13]=[CH:12][CH:11]=2)([C:22]2[CH:23]=[CH:24][CH:25]=[CH:26][CH:27]=2)[C:16]2[CH:17]=[CH:18][CH:19]=[CH:20][CH:21]=2)[N:5]=1)([O-:3])=[O:2]. The catalyst is C1COCC1. The reactants are [N+:1]([C:4]1[N:8]=[CH:7][NH:6][N:5]=1)([O-:3])=[O:2].[C:9](Cl)([C:22]1[CH:27]=[CH:26][CH:25]=[CH:24][CH:23]=1)([C:16]1[CH:21]=[CH:20][CH:19]=[CH:18][CH:17]=1)[C:10]1[CH:15]=[CH:14][CH:13]=[CH:12][CH:11]=1.C(N(C(C)C)CC)(C)C. The yield is 0.930.